Predict the reactants needed to synthesize the given product. From a dataset of Full USPTO retrosynthesis dataset with 1.9M reactions from patents (1976-2016). (1) Given the product [CH:24]1([N:20]([CH2:21][CH:23]2[CH2:39][CH2:38]2)[C:2]2[N:7]=[CH:6][N:5]=[C:4]([C:8]([NH:10][C:11]3[CH:16]=[CH:15][CH:14]=[CH:13][C:12]=3[CH3:17])=[O:9])[CH:3]=2)[CH2:25][CH2:32][CH2:27][CH2:28][CH2:26]1, predict the reactants needed to synthesize it. The reactants are: Cl[C:2]1[N:7]=[CH:6][N:5]=[C:4]([C:8]([NH:10][C:11]2[CH:16]=[CH:15][CH:14]=[CH:13][C:12]=2[CH3:17])=[O:9])[CH:3]=1.CC[N:20]([CH:24]([CH3:26])[CH3:25])[CH:21]([CH3:23])C.[CH:27]1(C2(CN)CC2)[CH2:32]CCC[CH2:28]1.[CH3:38][CH2:39]O. (2) Given the product [N:1]1([C:6]2[CH2:11][CH2:10][C:9]([CH3:12])([CH3:13])[CH:8]([NH:14][C:20]3[CH:25]=[CH:24][C:23]([N+:26]([O-:28])=[O:27])=[C:22]([C:29]([F:30])([F:32])[F:31])[CH:21]=3)[CH:7]=2)[CH:5]=[CH:4][N:3]=[CH:2]1, predict the reactants needed to synthesize it. The reactants are: [N:1]1([C:6]2[CH2:11][CH2:10][C:9]([CH3:13])([CH3:12])[CH:8]([NH2:14])[CH:7]=2)[CH:5]=[CH:4][N:3]=[CH:2]1.CS(C)=O.F[C:20]1[CH:25]=[CH:24][C:23]([N+:26]([O-:28])=[O:27])=[C:22]([C:29]([F:32])([F:31])[F:30])[CH:21]=1.CCN(C(C)C)C(C)C.